Dataset: Forward reaction prediction with 1.9M reactions from USPTO patents (1976-2016). Task: Predict the product of the given reaction. (1) Given the reactants [CH3:1][O:2][C:3]([C:5]1[CH:6]2[N:12]([C:13]([O:15][C:16]([CH3:19])([CH3:18])[CH3:17])=[O:14])[CH:9]([C:10]=1Br)[CH:8]=[CH:7]2)=[O:4].C(NCC)C.Cl.[OH2:26], predict the reaction product. The product is: [CH3:1][O:2][C:3]([CH:5]1[C:10](=[O:26])[CH:9]2[N:12]([C:13]([O:15][C:16]([CH3:19])([CH3:18])[CH3:17])=[O:14])[CH:6]1[CH:7]=[CH:8]2)=[O:4]. (2) Given the reactants [Br:1]Br.[C:3]([C:7]1[S:15][C:14]2[C:13]([OH:16])=[N:12][C:11]([C:17]3[CH:22]=[CH:21][N:20]=[CH:19][CH:18]=3)=[N:10][C:9]=2[CH:8]=1)(C)(C)C, predict the reaction product. The product is: [Br:1][C:8]1[C:9]2[N:10]=[C:11]([C:17]3[CH:22]=[CH:21][N:20]=[CH:19][CH:18]=3)[N:12]=[C:13]([OH:16])[C:14]=2[S:15][C:7]=1[CH3:3].